Dataset: Forward reaction prediction with 1.9M reactions from USPTO patents (1976-2016). Task: Predict the product of the given reaction. (1) Given the reactants Cl.[CH2:2]([N:4](CC)CC)[CH3:3].[Cl:9][C:10]1[CH:11]=[C:12]([N:17]2[C:21]3=[N:22][CH:23]=[C:24]([S:25](Cl)(=[O:27])=[O:26])[N:20]3[C@:19]([CH3:41])([CH2:29][C:30]3[CH:35]=[CH:34][C:33]([O:36][C:37]([F:40])([F:39])[F:38])=[CH:32][CH:31]=3)[C:18]2=[O:42])[CH:13]=[C:14]([Cl:16])[CH:15]=1.CCO[C:46]([CH3:48])=[O:47].C[N:50]([CH:52]=[O:53])C, predict the reaction product. The product is: [Cl:9][C:10]1[CH:11]=[C:12]([N:17]2[C:21]3=[N:22][CH:23]=[C:24]([S:25]([NH:4][C@@H:2]([CH3:3])[C:52]([NH:50][CH2:48][CH2:46][OH:47])=[O:53])(=[O:27])=[O:26])[N:20]3[C@:19]([CH3:41])([CH2:29][C:30]3[CH:35]=[CH:34][C:33]([O:36][C:37]([F:40])([F:39])[F:38])=[CH:32][CH:31]=3)[C:18]2=[O:42])[CH:13]=[C:14]([Cl:16])[CH:15]=1. (2) Given the reactants [CH2:1]([O:4][C:5]1[CH:12]=[C:11]([N+:13]([O-])=O)[CH:10]=[CH:9][C:6]=1[C:7]#[N:8])[CH:2]=[CH2:3].CO.[Cl-].[NH4+], predict the reaction product. The product is: [CH2:1]([O:4][C:5]1[CH:12]=[C:11]([NH2:13])[CH:10]=[CH:9][C:6]=1[C:7]#[N:8])[CH:2]=[CH2:3].